Dataset: Forward reaction prediction with 1.9M reactions from USPTO patents (1976-2016). Task: Predict the product of the given reaction. (1) Given the reactants Cl[C:2]1[C:11]2[C:6](=[CH:7][CH:8]=[C:9]([CH3:12])[CH:10]=2)[N:5]=[C:4]([N:13]2[CH2:19][C:18]3[CH:20]=[CH:21][CH:22]=[CH:23][C:17]=3[S:16](=[O:25])(=[O:24])[CH2:15][CH2:14]2)[CH:3]=1.[CH3:26][N:27]([CH3:31])[C:28]([NH2:30])=[O:29], predict the reaction product. The product is: [O:24]=[S:16]1(=[O:25])[C:17]2[CH:23]=[CH:22][CH:21]=[CH:20][C:18]=2[CH2:19][N:13]([C:4]2[CH:3]=[C:2]([NH:30][C:28](=[O:29])[N:27]([CH3:31])[CH3:26])[C:11]3[C:6](=[CH:7][CH:8]=[C:9]([CH3:12])[CH:10]=3)[N:5]=2)[CH2:14][CH2:15]1. (2) Given the reactants [CH3:1][O:2][C:3](=[O:15])[C:4](=[N+]=[N-])[C:5]1[CH:10]=[CH:9][C:8]([Cl:11])=[C:7]([Cl:12])[CH:6]=1.[CH:16]1([SH:21])[CH2:20][CH2:19][CH2:18][CH2:17]1.O, predict the reaction product. The product is: [CH3:1][O:2][C:3](=[O:15])[CH:4]([S:21][CH:16]1[CH2:20][CH2:19][CH2:18][CH2:17]1)[C:5]1[CH:10]=[CH:9][C:8]([Cl:11])=[C:7]([Cl:12])[CH:6]=1. (3) Given the reactants [N+:1]([C:4]1[CH:9]=[CH:8][C:7]([OH:10])=[CH:6][CH:5]=1)([O-:3])=[O:2].Cl[C:12]([O:14][CH2:15][Cl:16])=[O:13].C(N(CC)C(C)C)(C)C, predict the reaction product. The product is: [N+:1]([C:4]1[CH:9]=[CH:8][C:7]([O:10][C:12](=[O:13])[O:14][CH2:15][Cl:16])=[CH:6][CH:5]=1)([O-:3])=[O:2]. (4) Given the reactants CC(OI1(OC(C)=O)(OC(C)=O)OC(=O)C2C=CC=CC1=2)=O.[CH3:23][O:24][C:25]1[CH:34]=[C:33]2[C:28]([N:29]=[CH:30][C:31]([S:35][CH2:36][CH2:37][OH:38])=[N:32]2)=[CH:27][CH:26]=1.S([O-])([O-])(=O)=S.[Na+].[Na+].C(=O)([O-])O.[Na+], predict the reaction product. The product is: [CH3:23][O:24][C:25]1[CH:34]=[C:33]2[C:28]([N:29]=[CH:30][C:31]([S:35][CH2:36][CH:37]=[O:38])=[N:32]2)=[CH:27][CH:26]=1. (5) Given the reactants [CH3:1][N:2]1[CH2:15][CH2:14][C:5]2[NH:6][C:7]3[C:8]([CH3:13])=[CH:9][CH:10]=[CH:11][C:12]=3[C:4]=2[CH2:3]1.[OH-].[K+].[F:18][C:19]([F:29])([F:28])[C:20]1[CH:25]=[CH:24][C:23]([CH:26]=[CH2:27])=[CH:22][N:21]=1.N1C2C(=CC=CC=2)C=C1.C(O)(C(F)(F)F)=O, predict the reaction product. The product is: [F:29][C:19]([F:18])([F:28])[C:20]1[N:21]=[CH:22][C:23]([CH2:26][CH2:27][N:6]2[C:7]3[C:8]([CH3:13])=[CH:9][CH:10]=[CH:11][C:12]=3[C:4]3[CH2:3][N:2]([CH3:1])[CH2:15][CH2:14][C:5]2=3)=[CH:24][CH:25]=1.